This data is from Full USPTO retrosynthesis dataset with 1.9M reactions from patents (1976-2016). The task is: Predict the reactants needed to synthesize the given product. (1) Given the product [CH3:1][S:2][C:3]1[CH:4]=[C:5]2[C:6]([CH:12]=[C:11]([N+:14]([O-:16])=[O:15])[CH:10]=[N:9]2)=[CH:7][CH:8]=1, predict the reactants needed to synthesize it. The reactants are: [CH3:1][S:2][C:3]1[CH:4]=[C:5]([NH:9][CH:10]=[C:11]([N+:14]([O-:16])=[O:15])[CH:12]=O)[CH:6]=[CH:7][CH:8]=1.Cl.CSC1C=C(N)C=CC=1.C1(S)C=CC=CC=1. (2) Given the product [I:1][C:2]1[CH:3]=[C:4]2[C:9](=[CH:10][CH:11]=1)[C:8](=[O:12])[NH:7][C:6](=[O:13])/[C:5]/2=[CH:14]\[NH:30][C:27]1[CH:26]=[N:25][C:24]([N:21]2[CH2:22][CH2:23][N:18]([CH3:17])[CH2:19][CH2:20]2)=[N:29][CH:28]=1, predict the reactants needed to synthesize it. The reactants are: [I:1][C:2]1[CH:3]=[C:4]2[C:9](=[CH:10][CH:11]=1)[C:8](=[O:12])[NH:7][C:6](=[O:13])[C:5]2=[CH:14]OC.[CH3:17][N:18]1[CH2:23][CH2:22][N:21]([C:24]2[N:29]=[CH:28][C:27]([NH2:30])=[CH:26][N:25]=2)[CH2:20][CH2:19]1.